This data is from Reaction yield outcomes from USPTO patents with 853,638 reactions. The task is: Predict the reaction yield, written as a fraction of the theoretical maximum amount of product (1.0 means a 100% yield; for example, 0.34 means a 34% yield). (1) The reactants are [C:1]1(S[C:1]2[CH:6]=[CH:5][CH:4]=[CH:3][CH:2]=2)[CH:6]=[CH:5][CH:4]=[CH:3][CH:2]=1.C[C:15]1[CH:16]=[CH:17][C:18]([S:21](N)(=[O:23])=[O:22])=[CH:19][CH:20]=1.Cl[O-].[Na+].S([O-])([O-])=O.[Na+].[Na+]. The catalyst is O.C(OCC)(=O)C.C(COC)OC. The product is [C:1]1([S:21]([C:18]2[CH:19]=[CH:20][CH:15]=[CH:16][CH:17]=2)(=[O:22])=[O:23])[CH:6]=[CH:5][CH:4]=[CH:3][CH:2]=1. The yield is 0.270. (2) The reactants are [CH3:1][O:2][C:3]([C:5]1[CH:6]=[C:7]2[C:12](=[CH:13][CH:14]=1)[NH:11][CH:10]([C:15]1[CH:20]=[CH:19][CH:18]=[C:17](Br)[CH:16]=1)[CH2:9][C:8]2([CH3:23])[CH3:22])=[O:4].[NH:24]1[CH2:29][CH2:28][O:27][CH2:26][CH2:25]1.Cl.CN(C)CC(O)=O.C(=O)([O-])[O-].[K+].[K+]. The catalyst is CS(C)=O.[Cu]I. The product is [CH3:1][O:2][C:3]([C:5]1[CH:6]=[C:7]2[C:12](=[CH:13][CH:14]=1)[NH:11][CH:10]([C:15]1[CH:20]=[CH:19][CH:18]=[C:17]([N:24]3[CH2:29][CH2:28][O:27][CH2:26][CH2:25]3)[CH:16]=1)[CH2:9][C:8]2([CH3:23])[CH3:22])=[O:4]. The yield is 0.800. (3) The product is [CH2:15]([C:18]1[C:27]2[C:22](=[CH:23][CH:24]=[CH:25][CH:26]=2)[C:21]([CH2:28][CH2:29][CH3:30])=[C:20]([C:31]([O:33][CH3:34])=[O:32])[C:19]=1[C:35]([O:37][CH3:38])=[O:36])[CH2:16][CH3:17]. The catalyst is C1C=CC=CC=1. The reactants are ClC1C(=O)C(C#N)=C(C#N)C(=O)C=1Cl.[CH2:15]([C:18]1[C:27]2[CH2:26][CH2:25][CH2:24][CH2:23][C:22]=2[C:21]([CH2:28][CH2:29][CH3:30])=[C:20]([C:31]([O:33][CH3:34])=[O:32])[C:19]=1[C:35]([O:37][CH3:38])=[O:36])[CH2:16][CH3:17]. The yield is 0.870. (4) The reactants are C=O.[NH:3]1[CH2:8][CH2:7][CH:6]([S:9]([C:12]2[CH:21]=[CH:20][C:15]3[N:16]=[C:17]([NH2:19])[S:18][C:14]=3[CH:13]=2)(=[O:11])=[O:10])[CH2:5][CH2:4]1.[C:22]([BH3-])#N.[Na+].C([O-])(O)=O.[Na+]. The catalyst is CO.C(O)(=O)C. The product is [CH3:22][N:3]1[CH2:4][CH2:5][CH:6]([S:9]([C:12]2[CH:21]=[CH:20][C:15]3[N:16]=[C:17]([NH2:19])[S:18][C:14]=3[CH:13]=2)(=[O:11])=[O:10])[CH2:7][CH2:8]1. The yield is 0.640. (5) The catalyst is C1(C)C=CC=CC=1.C1C=CC([P]([Pd]([P](C2C=CC=CC=2)(C2C=CC=CC=2)C2C=CC=CC=2)([P](C2C=CC=CC=2)(C2C=CC=CC=2)C2C=CC=CC=2)[P](C2C=CC=CC=2)(C2C=CC=CC=2)C2C=CC=CC=2)(C2C=CC=CC=2)C2C=CC=CC=2)=CC=1. The yield is 0.680. The reactants are [CH:1]([C:3]1[CH:8]=[CH:7][C:6](B(O)O)=[CH:5][CH:4]=1)=[O:2].Br[C:13]1[CH:18]=[CH:17][CH:16]=[CH:15][N:14]=1.C(O)C.C([O-])([O-])=O.[Na+].[Na+]. The product is [N:14]1[CH:15]=[CH:16][CH:17]=[CH:18][C:13]=1[C:6]1[CH:7]=[CH:8][C:3]([CH:1]=[O:2])=[CH:4][CH:5]=1.